Dataset: Forward reaction prediction with 1.9M reactions from USPTO patents (1976-2016). Task: Predict the product of the given reaction. (1) Given the reactants [N:1]([CH2:4][C@@H:5]1[CH2:10][NH:9][C:8]2[CH:11]=[CH:12][CH:13]=[C:14](Br)[C:7]=2[O:6]1)=[N+:2]=[N-:3].[F:16][C:17]([F:28])([F:27])[C:18]1[CH:23]=[CH:22][CH:21]=[CH:20][C:19]=1B(O)O, predict the reaction product. The product is: [N:1]([CH2:4][C@@H:5]1[CH2:10][NH:9][C:8]2[CH:11]=[CH:12][CH:13]=[C:14]([C:19]3[CH:20]=[CH:21][CH:22]=[CH:23][C:18]=3[C:17]([F:28])([F:27])[F:16])[C:7]=2[O:6]1)=[N+:2]=[N-:3]. (2) Given the reactants [CH2:1]([N:8]1[CH:13]([CH2:14]O)[CH2:12][O:11][C:10]([CH2:17][CH2:18][O:19][Si](C(C)(C)C)(C2C=CC=CC=2)C2C=CC=CC=2)([CH3:16])[C:9]1=[O:37])[C:2]1[CH:7]=[CH:6][CH:5]=[CH:4][CH:3]=1.COCCN(S(F)(F)[F:48])CCOC.C(=O)(O)[O-].[Na+].[F-].C([N+](CCCC)(CCCC)CCCC)CCC, predict the reaction product. The product is: [CH2:1]([N:8]1[CH:13]([CH2:14][F:48])[CH2:12][O:11][C:10]([CH2:17][CH2:18][OH:19])([CH3:16])[C:9]1=[O:37])[C:2]1[CH:7]=[CH:6][CH:5]=[CH:4][CH:3]=1. (3) Given the reactants [Cl:1][C:2]1[CH:3]=[C:4]([C:9]#[C:10][CH:11]=[O:12])[CH:5]=[CH:6][C:7]=1[Cl:8].[CH2:13]([Mg]Br)[CH:14]=[CH2:15], predict the reaction product. The product is: [Cl:1][C:2]1[CH:3]=[C:4]([C:9]#[C:10][CH:11]([OH:12])[CH2:15][CH:14]=[CH2:13])[CH:5]=[CH:6][C:7]=1[Cl:8]. (4) Given the reactants Br[C:2]1[CH:17]=[CH:16][C:5]([CH2:6][N:7]2[CH:12]=[CH:11][CH:10]=[C:9]([O:13][CH3:14])[C:8]2=[O:15])=[CH:4][CH:3]=1.[N:18]1[CH:23]=[CH:22][C:21](B(O)O)=[CH:20][CH:19]=1.C([O-])([O-])=O.[K+].[K+], predict the reaction product. The product is: [N:18]1[CH:23]=[CH:22][C:21]([C:2]2[CH:17]=[CH:16][C:5]([CH2:6][N:7]3[CH:12]=[CH:11][CH:10]=[C:9]([O:13][CH3:14])[C:8]3=[O:15])=[CH:4][CH:3]=2)=[CH:20][CH:19]=1. (5) Given the reactants [Cl:1][C:2]1[CH:10]=[CH:9][C:8]([CH2:11][NH:12][C:13](=[O:18])[C:14]([CH3:17])([CH3:16])[CH3:15])=[CH:7][C:3]=1[C:4]([OH:6])=[O:5].CCN=C=NCCCN(C)C.[CH:30]1[C:35]([N+:36]([O-:38])=[O:37])=[CH:34][CH:33]=[C:32](O)[CH:31]=1.CCN(C(C)C)C(C)C, predict the reaction product. The product is: [Cl:1][C:2]1[CH:10]=[CH:9][C:8]([CH2:11][NH:12][C:13](=[O:18])[C:14]([CH3:15])([CH3:17])[CH3:16])=[CH:7][C:3]=1[C:4]([O:6][C:32]1[CH:31]=[CH:30][C:35]([N+:36]([O-:38])=[O:37])=[CH:34][CH:33]=1)=[O:5].